Dataset: Reaction yield outcomes from USPTO patents with 853,638 reactions. Task: Predict the reaction yield, written as a fraction of the theoretical maximum amount of product (1.0 means a 100% yield; for example, 0.34 means a 34% yield). (1) The reactants are [F:1][C:2]1[CH:15]=[CH:14][C:5]([O:6][CH2:7][C:8]([O:10]C(C)C)=[O:9])=[C:4]([CH3:16])[C:3]=1[NH:17][CH2:18][C:19]1[CH:24]=[C:23]([CH3:25])[CH:22]=[C:21]([C:26]2[CH:31]=[CH:30][CH:29]=[C:28]([F:32])[CH:27]=2)[CH:20]=1.[Li+].[OH-]. The catalyst is C1COCC1. The product is [F:1][C:2]1[CH:15]=[CH:14][C:5]([O:6][CH2:7][C:8]([OH:10])=[O:9])=[C:4]([CH3:16])[C:3]=1[NH:17][CH2:18][C:19]1[CH:24]=[C:23]([CH3:25])[CH:22]=[C:21]([C:26]2[CH:31]=[CH:30][CH:29]=[C:28]([F:32])[CH:27]=2)[CH:20]=1. The yield is 0.830. (2) No catalyst specified. The yield is 0.950. The reactants are [NH:1]1[C:9]2[C:4](=[CH:5][C:6]([O:10][CH2:11][CH:12]3[CH2:17][CH2:16][N:15](C(OC(C)(C)C)=O)[CH2:14][CH2:13]3)=[CH:7][CH:8]=2)[CH:3]=[N:2]1.[ClH:25].O1CCOCC1. The product is [ClH:25].[ClH:25].[NH:15]1[CH2:16][CH2:17][CH:12]([CH2:11][O:10][C:6]2[CH:5]=[C:4]3[C:9](=[CH:8][CH:7]=2)[NH:1][N:2]=[CH:3]3)[CH2:13][CH2:14]1. (3) The reactants are N[C:2]1[CH:7]=[N:6][C:5]([C:8]#[N:9])=[CH:4][N:3]=1.Cl.[NH2:11][OH:12].C([N:15](CC)CC)C. The catalyst is CCO. The yield is 0.950. The product is [NH2:15][C:7]1[N:6]=[C:5]([C:8](=[N:11][OH:12])[NH2:9])[CH:4]=[N:3][CH:2]=1. (4) The reactants are [Si]([N:5]=[N+:6]=[N-:7])(C)(C)C.[F:8][C:9]1[CH:14]=[CH:13][C:12]([N:15]=[C:16]=[O:17])=[C:11]([O:18][CH:19]([CH3:21])[CH3:20])[CH:10]=1. The catalyst is CCOC(C)=O. The product is [F:8][C:9]1[CH:14]=[CH:13][C:12]([N:15]2[C:16](=[O:17])[NH:7][N:6]=[N:5]2)=[C:11]([O:18][CH:19]([CH3:21])[CH3:20])[CH:10]=1. The yield is 0.810. (5) The reactants are [OH-:1].[Na+].[CH:3]([C:6]1[C:7]([O:39][CH2:40][O:41][CH3:42])=[CH:8][C:9]([O:35][CH2:36][O:37][CH3:38])=[C:10]([C:12]2[N:16]([C:17]3[CH:22]=[CH:21][C:20]([CH2:23][N:24]4[CH2:29][CH2:28][N:27]([CH3:30])[CH2:26][CH2:25]4)=[CH:19][CH:18]=3)[C:15](S(C)(=O)=O)=[N:14][N:13]=2)[CH:11]=1)([CH3:5])[CH3:4]. The catalyst is CS(C)=O. The product is [CH:3]([C:6]1[C:7]([O:39][CH2:40][O:41][CH3:42])=[CH:8][C:9]([O:35][CH2:36][O:37][CH3:38])=[C:10]([C:12]2[N:16]([C:17]3[CH:22]=[CH:21][C:20]([CH2:23][N:24]4[CH2:29][CH2:28][N:27]([CH3:30])[CH2:26][CH2:25]4)=[CH:19][CH:18]=3)[C:15](=[O:1])[NH:14][N:13]=2)[CH:11]=1)([CH3:5])[CH3:4]. The yield is 0.950. (6) The reactants are Br[C:2]1[C:3]2[N:4]([C:8]([CH2:11][C:12]([CH3:17])([N+:14]([O-:16])=[O:15])[CH3:13])=[CH:9][N:10]=2)[CH:5]=[CH:6][CH:7]=1.[S:18]1[CH:22]=[CH:21][C:20](B(O)O)=[CH:19]1. No catalyst specified. The product is [CH3:13][C:12]([N+:14]([O-:16])=[O:15])([CH3:17])[CH2:11][C:8]1[N:4]2[CH:5]=[CH:6][CH:7]=[C:2]([C:20]3[CH:21]=[CH:22][S:18][CH:19]=3)[C:3]2=[N:10][CH:9]=1. The yield is 0.750.